This data is from Forward reaction prediction with 1.9M reactions from USPTO patents (1976-2016). The task is: Predict the product of the given reaction. (1) Given the reactants [Cl:1][C:2]1[CH:3]=[C:4]([NH:8][C:9]2[N:14]=[C:13]([NH:15][CH2:16][C@@H:17]3[CH2:21][CH2:20][N:19]([C:22](OC(C)(C)C)=O)[CH2:18]3)[CH:12]=[CH:11][N:10]=2)[CH:5]=[CH:6][CH:7]=1.[H-].[Al+3].[Li+].[H-].[H-].[H-], predict the reaction product. The product is: [Cl:1][C:2]1[CH:3]=[C:4]([NH:8][C:9]2[N:14]=[C:13]([NH:15][CH2:16][C@@H:17]3[CH2:21][CH2:20][N:19]([CH3:22])[CH2:18]3)[CH:12]=[CH:11][N:10]=2)[CH:5]=[CH:6][CH:7]=1. (2) Given the reactants [C:1]([C:3]1[C:12]([O:13][CH3:14])=[CH:11][C:6]([C:7]([NH:9][CH3:10])=[O:8])=[CH:5][C:4]=1/[CH:15]=[CH:16]/[C:17]1[CH:18]=[N:19][C:20]([NH:23][C:24]2[CH:25]=[N:26][N:27]([CH2:29][CH3:30])[CH:28]=2)=[N:21][CH:22]=1)#[N:2], predict the reaction product. The product is: [C:1]([C:3]1[C:12]([O:13][CH3:14])=[CH:11][C:6]([C:7]([NH:9][CH3:10])=[O:8])=[CH:5][C:4]=1[CH2:15][CH2:16][C:17]1[CH:22]=[N:21][C:20]([NH:23][C:24]2[CH:25]=[N:26][N:27]([CH2:29][CH3:30])[CH:28]=2)=[N:19][CH:18]=1)#[N:2]. (3) The product is: [C:6]([O:10][C:11]([N:13]([CH2:20][C:21]([O:23][CH2:24][C:25]1[CH:30]=[CH:29][CH:28]=[CH:27][CH:26]=1)=[O:22])[CH2:14][CH2:15][O:16][CH2:17][CH2:18][O:19][CH3:2])=[O:12])([CH3:9])([CH3:7])[CH3:8]. Given the reactants O1CCC[CH2:2]1.[C:6]([O:10][C:11]([N:13]([CH2:20][C:21]([O:23][CH2:24][C:25]1[CH:30]=[CH:29][CH:28]=[CH:27][CH:26]=1)=[O:22])[CH2:14][CH2:15][O:16][CH2:17][CH2:18][OH:19])=[O:12])([CH3:9])([CH3:8])[CH3:7].[H-].[Na+].IC, predict the reaction product. (4) Given the reactants Cl.[CH2:2]([N:4]([CH2:15][CH3:16])[C:5]1[CH:6]=[C:7]([CH:11]=[C:12]([CH3:14])[N:13]=1)[C:8]([OH:10])=[O:9])C.[CH:17](NC)(C)C, predict the reaction product. The product is: [CH:15]([N:4]([CH3:2])[C:5]1[CH:6]=[C:7]([CH:11]=[C:12]([CH3:14])[N:13]=1)[C:8]([OH:10])=[O:9])([CH3:16])[CH3:17]. (5) Given the reactants [Li+].[Br-:2].[CH3:3][N+:4]1([CH3:28])[C@@H:9]2[C@@H:10]3[O:12][C@@H:11]3[C@H:5]1[CH2:6][C@@H:7]([O:13][C:14]([C:16]([OH:27])([C:22]1[S:26][CH:25]=[CH:24][CH:23]=1)[C:17]1[S:21][CH:20]=[CH:19][CH:18]=1)=[O:15])[CH2:8]2.[O-:29]S(C(F)(F)F)(=O)=O, predict the reaction product. The product is: [CH3:3][N+:4]1([CH3:28])[C@@H:5]2[C@@H:11]3[O:12][C@@H:10]3[C@H:9]1[CH2:8][C@@H:7]([O:13][C:14]([C:16]([OH:27])([C:17]1[S:21][CH:20]=[CH:19][CH:18]=1)[C:22]1[S:26][CH:25]=[CH:24][CH:23]=1)=[O:15])[CH2:6]2.[OH2:29].[Br-:2]. (6) Given the reactants [C:1]1([N:7]2[CH:11]=[C:10]([C:12]([NH:14][CH2:15][CH2:16][NH:17][C:18]([C@H:20]3[CH2:25][CH2:24][C@H:23]([C:26]([O:28]C)=[O:27])[CH2:22][CH2:21]3)=[O:19])=[O:13])[C:9]([C:30]([F:33])([F:32])[F:31])=[N:8]2)[CH:6]=[CH:5][CH:4]=[CH:3][CH:2]=1.O.[OH-].[Li+], predict the reaction product. The product is: [C:1]1([N:7]2[CH:11]=[C:10]([C:12]([NH:14][CH2:15][CH2:16][NH:17][C:18]([C@H:20]3[CH2:21][CH2:22][C@H:23]([C:26]([OH:28])=[O:27])[CH2:24][CH2:25]3)=[O:19])=[O:13])[C:9]([C:30]([F:33])([F:32])[F:31])=[N:8]2)[CH:2]=[CH:3][CH:4]=[CH:5][CH:6]=1. (7) Given the reactants [Cl:1][C:2]1[CH:24]=[CH:23][C:5]2[N:6]=[C:7]([NH:9][C:10]3[N:14]([CH3:15])[C:13]4[CH:16]=[CH:17][C:18]([C:20]([OH:22])=O)=[CH:19][C:12]=4[N:11]=3)[S:8][C:4]=2[CH:3]=1.[F:25][CH2:26][CH2:27][CH2:28][O:29][CH2:30][CH2:31][NH2:32].CN(C(ON1N=NC2C=CC=CC1=2)=[N+](C)C)C.F[P-](F)(F)(F)(F)F.CCN(C(C)C)C(C)C, predict the reaction product. The product is: [F:25][CH2:26][CH2:27][CH2:28][O:29][CH2:30][CH2:31][NH:32][C:20]([C:18]1[CH:17]=[CH:16][C:13]2[N:14]([CH3:15])[C:10]([NH:9][C:7]3[S:8][C:4]4[CH:3]=[C:2]([Cl:1])[CH:24]=[CH:23][C:5]=4[N:6]=3)=[N:11][C:12]=2[CH:19]=1)=[O:22]. (8) Given the reactants [CH3:1][N:2]1[C:10]2[C:5](=[CH:6][C:7]([N+:11]([O-])=O)=[CH:8][CH:9]=2)[CH2:4][CH2:3]1.[OH-].[Na+], predict the reaction product. The product is: [CH3:1][N:2]1[C:10]2[C:5](=[CH:6][C:7]([NH2:11])=[CH:8][CH:9]=2)[CH2:4][CH2:3]1.